Task: Predict the product of the given reaction.. Dataset: Forward reaction prediction with 1.9M reactions from USPTO patents (1976-2016) (1) Given the reactants [Cl:1][C:2]1[CH:7]=[CH:6][C:5](F)=[CH:4][C:3]=1[O:9][CH3:10].[C:11](#[N:15])[CH:12]([CH3:14])[CH3:13].C[Si]([N-][Si](C)(C)C)(C)C.[K+].Cl, predict the reaction product. The product is: [Cl:1][C:2]1[CH:7]=[CH:6][C:5]([C:12]([CH3:14])([CH3:13])[C:11]#[N:15])=[CH:4][C:3]=1[O:9][CH3:10]. (2) Given the reactants C[Si]([N-][Si](C)(C)C)(C)C.[Li+].[F:11][C:12]1[CH:13]=[C:14]([C:18]2[S:19][C:20]([C:24](=[O:26])[CH3:25])=[C:21]([CH3:23])[N:22]=2)[CH:15]=[N:16][CH:17]=1.[C:27](OCC)(=[O:33])[C:28]([O:30][CH2:31][CH3:32])=[O:29].S([O-])(O)(=O)=O.[K+], predict the reaction product. The product is: [F:11][C:12]1[CH:13]=[C:14]([C:18]2[S:19][C:20]([C:24](=[O:26])[CH2:25][C:27](=[O:33])[C:28]([O:30][CH2:31][CH3:32])=[O:29])=[C:21]([CH3:23])[N:22]=2)[CH:15]=[N:16][CH:17]=1.